Dataset: Full USPTO retrosynthesis dataset with 1.9M reactions from patents (1976-2016). Task: Predict the reactants needed to synthesize the given product. The reactants are: [CH2:1]([C:4]1[C:8]([CH2:9][CH2:10][CH2:11][OH:12])=[CH:7][N:6]([C:13]2[CH:18]=[CH:17][C:16]([C:19]([F:22])([F:21])[F:20])=[CH:15][N:14]=2)[N:5]=1)[CH2:2][CH3:3].O[C:24]1[CH:29]=[CH:28][CH:27]=[CH:26][C:25]=1[CH2:30][C:31]([O:33]C)=[O:32].C(P(CCCC)CCCC)CCC.N(C(N1CCCCC1)=O)=NC(N1CCCCC1)=O. Given the product [CH2:1]([C:4]1[C:8]([CH2:9][CH2:10][CH2:11][O:12][C:24]2[CH:29]=[CH:28][CH:27]=[CH:26][C:25]=2[CH2:30][C:31]([OH:33])=[O:32])=[CH:7][N:6]([C:13]2[CH:18]=[CH:17][C:16]([C:19]([F:21])([F:20])[F:22])=[CH:15][N:14]=2)[N:5]=1)[CH2:2][CH3:3], predict the reactants needed to synthesize it.